From a dataset of Catalyst prediction with 721,799 reactions and 888 catalyst types from USPTO. Predict which catalyst facilitates the given reaction. (1) Product: [CH2:1]([O:3][C:4](=[O:20])[CH:5]([CH2:25][C:24]1[CH:23]=[C:22]([F:21])[C:29]([F:30])=[C:28]([F:31])[CH:27]=1)[N:6]=[C:7]([C:14]1[CH:19]=[CH:18][CH:17]=[CH:16][CH:15]=1)[C:8]1[CH:9]=[CH:10][CH:11]=[CH:12][CH:13]=1)[CH3:2]. The catalyst class is: 9. Reactant: [CH2:1]([O:3][C:4](=[O:20])[CH2:5][N:6]=[C:7]([C:14]1[CH:19]=[CH:18][CH:17]=[CH:16][CH:15]=1)[C:8]1[CH:13]=[CH:12][CH:11]=[CH:10][CH:9]=1)[CH3:2].[F:21][C:22]1[CH:23]=[C:24]([CH:27]=[C:28]([F:31])[C:29]=1[F:30])[CH2:25]Br.C(=O)([O-])[O-].[K+].[K+]. (2) Reactant: [CH3:1][S:2]([C:5]1[N:10]=[C:9]([NH:11][C:12]2[NH:13][N:14]=[C:15]([CH3:17])[CH:16]=2)[CH:8]=[C:7]([N:18]2[CH2:23][CH2:22][O:21][CH2:20][CH2:19]2)[N:6]=1)(=O)=O.[C:24]([NH:27][C:28]1[CH:33]=[CH:32]C(S)=[CH:30][CH:29]=1)(=[O:26])[CH3:25]. Product: [C:24]([NH:27][C:28]1[CH:33]=[CH:32][C:1]([S:2][C:5]2[N:10]=[C:9]([NH:11][C:12]3[NH:13][N:14]=[C:15]([CH3:17])[CH:16]=3)[CH:8]=[C:7]([N:18]3[CH2:23][CH2:22][O:21][CH2:20][CH2:19]3)[N:6]=2)=[CH:30][CH:29]=1)(=[O:26])[CH3:25]. The catalyst class is: 107.